Dataset: Reaction yield outcomes from USPTO patents with 853,638 reactions. Task: Predict the reaction yield, written as a fraction of the theoretical maximum amount of product (1.0 means a 100% yield; for example, 0.34 means a 34% yield). (1) The reactants are Cl.[C:2]1([C:8]2[O:9][C:10]3[CH2:11][NH:12][CH2:13][CH2:14][C:15]=3[N:16]=2)[CH:7]=[CH:6][CH:5]=[CH:4][CH:3]=1.Cl[C:18]1[C:23]([C:24]#[N:25])=[CH:22][CH:21]=[CH:20][N:19]=1.CCN(C(C)C)C(C)C. The catalyst is CN(C=O)C. The product is [C:2]1([C:8]2[O:9][C:10]3[CH2:11][N:12]([C:18]4[N:19]=[CH:20][CH:21]=[CH:22][C:23]=4[C:24]#[N:25])[CH2:13][CH2:14][C:15]=3[N:16]=2)[CH:3]=[CH:4][CH:5]=[CH:6][CH:7]=1. The yield is 0.210. (2) The reactants are Cl.[NH2:2][C:3]1[C:12]([NH2:13])=[C:11]2[C:6]([C:7](=[O:23])[CH:8]=[C:9]([C:14]3[CH:19]=[CH:18][C:17]([N:20]([CH3:22])[CH3:21])=[CH:16][CH:15]=3)[O:10]2)=[CH:5][CH:4]=1.[CH:24](O)=O. No catalyst specified. The product is [CH3:22][N:20]([CH3:21])[C:17]1[CH:18]=[CH:19][C:14]([C:9]2[O:10][C:11]3[C:12]4[NH:13][CH:24]=[N:2][C:3]=4[CH:4]=[CH:5][C:6]=3[C:7](=[O:23])[CH:8]=2)=[CH:15][CH:16]=1. The yield is 0.240. (3) The reactants are [CH3:1][C:2]1[C:7]([NH:8][C:9](=[O:15])[O:10][C:11]([CH3:14])([CH3:13])[CH3:12])=[CH:6][CH:5]=[CH:4][N:3]=1.[H][H]. The catalyst is [Pt](=O)=O.[Rh].C(O)(=O)C. The product is [CH3:1][CH:2]1[CH:7]([NH:8][C:9](=[O:15])[O:10][C:11]([CH3:14])([CH3:13])[CH3:12])[CH2:6][CH2:5][CH2:4][NH:3]1. The yield is 0.649. (4) The product is [Br:1][C:2]1[CH:7]=[C:6]([CH3:8])[CH:5]=[CH:4][C:3]=1[C:9]([O:14][CH2:24][O:25][CH3:26])([CH2:10][F:11])[CH2:12][F:13]. The reactants are [Br:1][C:2]1[CH:7]=[C:6]([CH3:8])[CH:5]=[CH:4][C:3]=1[C:9]([OH:14])([CH2:12][F:13])[CH2:10][F:11].CCN(C(C)C)C(C)C.[CH2:24](Cl)[O:25][CH3:26].[NH4+].[Cl-]. The catalyst is C(Cl)Cl. The yield is 0.800. (5) The reactants are [CH3:1][O:2][C:3]1[CH:4]=[C:5]([CH:9]=[CH:10][CH:11]=1)[C:6]([NH2:8])=[O:7].C([O-])([O-])=O.[K+].[K+].[CH2:18]=O.Cl.[N:21]1[CH:26]=[CH:25][CH:24]=[CH:23][C:22]=1[C:27]1[CH2:28][CH2:29][NH:30][CH2:31][CH:32]=1. The catalyst is C(O)C. The product is [N:21]1[CH:26]=[CH:25][CH:24]=[CH:23][C:22]=1[C:27]1[CH2:28][CH2:29][N:30]([CH2:18][NH:8][C:6](=[O:7])[C:5]2[CH:9]=[CH:10][CH:11]=[C:3]([O:2][CH3:1])[CH:4]=2)[CH2:31][CH:32]=1. The yield is 0.490. (6) The reactants are [Si]([O:8][CH:9]([C:22]1[O:23][C:24]([C:27]2[CH:28]=[C:29]([CH:33]=[CH:34][CH:35]=2)[C:30]([NH2:32])=[O:31])=[CH:25][N:26]=1)[CH2:10][CH2:11][CH2:12][CH2:13][CH2:14][CH2:15][C:16]1[CH:21]=[CH:20][CH:19]=[CH:18][CH:17]=1)(C(C)(C)C)(C)C.[Si](OC(C1OC([Sn](CCCC)(CCCC)CCCC)=CN=1)CCCCCCC1C=CC=CC=1)(C(C)(C)C)(C)C.BrC1C=C(C=CC=1)C(N)=O. No catalyst specified. The product is [C:16]1([CH2:15][CH2:14][CH2:13][CH2:12][CH2:11][CH2:10][C:9]([C:22]2[O:23][C:24]([C:27]3[CH:28]=[C:29]([CH:33]=[CH:34][CH:35]=3)[C:30]([NH2:32])=[O:31])=[CH:25][N:26]=2)=[O:8])[CH:21]=[CH:20][CH:19]=[CH:18][CH:17]=1. The yield is 0.960. (7) The reactants are [C:1]([C:3]1[C:12]2[C:7](=[CH:8][CH:9]=[CH:10][CH:11]=2)[C:6](F)=[CH:5][CH:4]=1)#[N:2].[C:14]([C:16]1([C:22]2[CH:27]=[CH:26][CH:25]=[CH:24][CH:23]=2)[CH2:21][CH2:20][NH:19][CH2:18][CH2:17]1)#[N:15]. No catalyst specified. The product is [C:1]([C:3]1[C:12]2[C:7](=[CH:8][CH:9]=[CH:10][CH:11]=2)[C:6]([N:19]2[CH2:18][CH2:17][C:16]([C:22]3[CH:27]=[CH:26][CH:25]=[CH:24][CH:23]=3)([C:14]#[N:15])[CH2:21][CH2:20]2)=[CH:5][CH:4]=1)#[N:2]. The yield is 0.0300. (8) The reactants are Br[C:2]1[CH:7]=[CH:6][C:5]([C@@H:8]([N:10]2[CH2:15][CH2:14][C:13]([CH2:19][CH2:20][CH2:21][OH:22])([CH:16]([CH3:18])[CH3:17])[O:12][C:11]2=[O:23])[CH3:9])=[CH:4][CH:3]=1.[CH3:24][C:25]1([CH3:41])[C:29]([CH3:31])([CH3:30])[O:28][B:27]([B:27]2[O:28][C:29]([CH3:31])([CH3:30])[C:25]([CH3:41])([CH3:24])[O:26]2)[O:26]1.C([O-])(=O)C.[K+].CCOC(C)=O. The catalyst is CS(C)=O.C1C=CC(P(C2C=CC=CC=2)[C-]2C=CC=C2)=CC=1.C1C=CC(P(C2C=CC=CC=2)[C-]2C=CC=C2)=CC=1.Cl[Pd]Cl.[Fe+2].O. The product is [OH:22][CH2:21][CH2:20][CH2:19][C:13]1([CH:16]([CH3:18])[CH3:17])[O:12][C:11](=[O:23])[N:10]([C@H:8]([C:5]2[CH:6]=[CH:7][C:2]([B:27]3[O:28][C:29]([CH3:31])([CH3:30])[C:25]([CH3:41])([CH3:24])[O:26]3)=[CH:3][CH:4]=2)[CH3:9])[CH2:15][CH2:14]1. The yield is 0.350.